From a dataset of Forward reaction prediction with 1.9M reactions from USPTO patents (1976-2016). Predict the product of the given reaction. (1) The product is: [ClH:26].[CH3:25][N:2]([CH3:1])[CH2:3][CH2:4][CH2:5][C:6]1([C:17]2[CH:18]=[CH:19][C:20]([O:23][CH3:24])=[CH:21][CH:22]=2)[C:14]2[C:9](=[CH:10][C:11]([C:15]#[N:16])=[CH:12][CH:13]=2)[CH2:8][O:7]1. Given the reactants [CH3:1][N:2]([CH3:25])[CH2:3][CH2:4][CH2:5][C:6]1([C:17]2[CH:22]=[CH:21][C:20]([O:23][CH3:24])=[CH:19][CH:18]=2)[C:14]2[C:9](=[CH:10][C:11]([C:15]#[N:16])=[CH:12][CH:13]=2)[CH2:8][O:7]1.[ClH:26], predict the reaction product. (2) The product is: [O:36]1[C:35]2[CH:40]=[CH:41][C:32]([CH2:31][N:8]([CH:9]3[CH2:14][CH2:13][N:12]([CH2:15][CH2:16][N:17]4[C:26]5[C:21](=[CH:22][CH:23]=[CH:24][CH:25]=5)[C:20]([C:27]([NH:58][S:55]([CH3:54])(=[O:57])=[O:56])=[O:28])=[CH:19][C:18]4=[O:30])[CH2:11][CH2:10]3)[C:6](=[O:7])[O:5][C:1]([CH3:4])([CH3:3])[CH3:2])=[CH:33][C:34]=2[O:39][CH2:38][CH2:37]1. Given the reactants [C:1]([O:5][C:6]([N:8]([CH2:31][C:32]1[CH:41]=[CH:40][C:35]2[O:36][CH2:37][CH2:38][O:39][C:34]=2[CH:33]=1)[CH:9]1[CH2:14][CH2:13][N:12]([CH2:15][CH2:16][N:17]2[C:26]3[C:21](=[CH:22][CH:23]=[CH:24][CH:25]=3)[C:20]([C:27](O)=[O:28])=[CH:19][C:18]2=[O:30])[CH2:11][CH2:10]1)=[O:7])([CH3:4])([CH3:3])[CH3:2].C(N1C=CN=C1)(N1C=CN=C1)=O.[CH3:54][S:55]([NH2:58])(=[O:57])=[O:56].N12CCCN=C1CCCCC2, predict the reaction product. (3) Given the reactants [F:1][C:2]([F:30])([F:29])[C:3]1[CH:4]=[C:5]([NH:9][C:10]([N:12]2[C:20]3[C:15](=[CH:16][C:17]([O:21][C:22]4[CH:27]=[C:26](Cl)[N:25]=[CH:24][N:23]=4)=[CH:18][CH:19]=3)[CH2:14][CH2:13]2)=[O:11])[CH:6]=[CH:7][CH:8]=1, predict the reaction product. The product is: [F:1][C:2]([F:30])([F:29])[C:3]1[CH:4]=[C:5]([NH:9][C:10]([N:12]2[C:20]3[C:15](=[CH:16][C:17]([O:21][C:22]4[CH:27]=[C:26]([NH:9][CH:5]([CH3:6])[CH3:4])[N:25]=[CH:24][N:23]=4)=[CH:18][CH:19]=3)[CH2:14][CH2:13]2)=[O:11])[CH:6]=[CH:7][CH:8]=1. (4) Given the reactants [OH:1][C:2]1[CH:21]=[CH:20][C:5]([CH:6]=[C:7]2[CH2:12][CH2:11][CH2:10][N:9]([C:13]([O:15][C:16]([CH3:19])([CH3:18])[CH3:17])=[O:14])[CH2:8]2)=[CH:4][C:3]=1[N+:22]([O-:24])=[O:23].Br[CH2:26][C:27]([O:29][CH3:30])=[O:28].C([O-])([O-])=O.[Cs+].[Cs+].N[C@H](C(O)=O)CC1C=C2C(C=CC=C2)=CC=1, predict the reaction product. The product is: [CH3:30][O:29][C:27](=[O:28])[CH2:26][O:1][C:2]1[CH:21]=[CH:20][C:5]([CH:6]=[C:7]2[CH2:12][CH2:11][CH2:10][N:9]([C:13]([O:15][C:16]([CH3:19])([CH3:17])[CH3:18])=[O:14])[CH2:8]2)=[CH:4][C:3]=1[N+:22]([O-:24])=[O:23]. (5) The product is: [OH:2][C:3]1[N:13]=[CH:12][C:11]2[C:10](=[O:14])[N:9]3[CH2:15][C@H:16]([C:19]([OH:21])=[O:20])[CH2:17][CH2:18][C@H:8]3[CH2:7][CH2:6][C:5]=2[CH:4]=1. Given the reactants C[O:2][C:3]1[N:13]=[CH:12][C:11]2[C:10](=[O:14])[N:9]3[CH2:15][C@H:16]([C:19]([O:21]C)=[O:20])[CH2:17][CH2:18][C@H:8]3[CH2:7][CH2:6][C:5]=2[CH:4]=1.N#N, predict the reaction product.